The task is: Predict the product of the given reaction.. This data is from Forward reaction prediction with 1.9M reactions from USPTO patents (1976-2016). The product is: [C:1]([C:5]1[CH:6]=[C:7]([N+:14]([O-:16])=[O:15])[C:8]([O:13][CH3:17])=[C:9]([CH:12]=1)[C:10]#[N:11])([CH3:4])([CH3:2])[CH3:3]. Given the reactants [C:1]([C:5]1[CH:6]=[C:7]([N+:14]([O-:16])=[O:15])[C:8]([OH:13])=[C:9]([CH:12]=1)[C:10]#[N:11])([CH3:4])([CH3:3])[CH3:2].[CH:17](N(CC)C(C)C)(C)C.C[Si](C=[N+]=[N-])(C)C, predict the reaction product.